From a dataset of Full USPTO retrosynthesis dataset with 1.9M reactions from patents (1976-2016). Predict the reactants needed to synthesize the given product. (1) The reactants are: [NH2:1][C:2]1[CH:7]=[C:6]([NH:8][C:9]([C:11]2[N:12]([CH2:21][C:22]3[CH:27]=[CH:26][CH:25]=[C:24]([F:28])[CH:23]=3)[C:13]3[C:18]([CH:19]=2)=[CH:17][C:16]([F:20])=[CH:15][CH:14]=3)=[O:10])[CH:5]=[CH:4][N:3]=1.Br[CH2:30][C:31]([C:33]1[S:34][CH:35]=[CH:36][CH:37]=1)=O. Given the product [S:34]1[CH:35]=[CH:36][CH:37]=[C:33]1[C:31]1[N:1]=[C:2]2[CH:7]=[C:6]([NH:8][C:9]([C:11]3[N:12]([CH2:21][C:22]4[CH:27]=[CH:26][CH:25]=[C:24]([F:28])[CH:23]=4)[C:13]4[C:18]([CH:19]=3)=[CH:17][C:16]([F:20])=[CH:15][CH:14]=4)=[O:10])[CH:5]=[CH:4][N:3]2[CH:30]=1, predict the reactants needed to synthesize it. (2) Given the product [CH2:16]([CH:20]1[CH2:25][CH2:24][N:23]([CH2:26][CH2:27][CH2:28][C:29]([C:10]2[CH:11]=[CH:12][CH:13]=[CH:14][C:9]=2[O:8][CH2:1][C:2]2[CH:7]=[CH:6][CH:5]=[CH:4][CH:3]=2)=[O:33])[CH2:22][CH2:21]1)[CH2:17][CH2:18][CH3:19], predict the reactants needed to synthesize it. The reactants are: [CH2:1]([O:8][C:9]1[CH:14]=[CH:13][CH:12]=[CH:11][C:10]=1I)[C:2]1[CH:7]=[CH:6][CH:5]=[CH:4][CH:3]=1.[CH2:16]([CH:20]1[CH2:25][CH2:24][N:23]([CH2:26][CH2:27][CH2:28][C:29]#N)[CH2:22][CH2:21]1)[CH2:17][CH2:18][CH3:19].CC[O:33]C(C)=O. (3) Given the product [CH3:1][O:2][C:3]1[CH:4]=[C:5]2[C:10](=[CH:11][C:12]=1[O:13][CH3:14])[N:9]=[CH:8][N:7]=[C:6]2[O:15][C:16]1[CH:22]=[CH:21][C:19]([NH:20][C:27](=[O:33])[O:26][C:24]2[CH:43]=[CH:42][CH:41]=[CH:40][C:39]=2[C:35]([CH3:38])([CH3:37])[CH3:36])=[CH:18][CH:17]=1, predict the reactants needed to synthesize it. The reactants are: [CH3:1][O:2][C:3]1[CH:4]=[C:5]2[C:10](=[CH:11][C:12]=1[O:13][CH3:14])[N:9]=[CH:8][N:7]=[C:6]2[O:15][C:16]1[CH:22]=[CH:21][C:19]([NH2:20])=[CH:18][CH:17]=1.Cl[C:24](Cl)([O:26][C:27](=[O:33])OC(Cl)(Cl)Cl)Cl.[C:35]([C:39]1C=[CH:43][CH:42]=[CH:41][C:40]=1O)([CH3:38])([CH3:37])[CH3:36].C(=O)(O)[O-].[Na+]. (4) The reactants are: [CH3:1][O:2][CH2:3][C:4](Cl)=[O:5].[CH3:7][O:8][C:9]([C:11]1[CH:12]=[C:13]([CH3:37])[C:14]2[O:20][C:19]3[C:21]([Cl:33])=[CH:22][C:23]([NH:25][CH2:26][CH2:27][N:28]4[CH2:32][CH2:31][CH2:30][CH2:29]4)=[CH:24][C:18]=3[CH2:17][S:16](=[O:35])(=[O:34])[C:15]=2[CH:36]=1)=[O:10].CO. Given the product [CH3:7][O:8][C:9]([C:11]1[CH:12]=[C:13]([CH3:37])[C:14]2[O:20][C:19]3[C:21]([Cl:33])=[CH:22][C:23]([N:25]([C:4](=[O:5])[CH2:3][O:2][CH3:1])[CH2:26][CH2:27][N:28]4[CH2:29][CH2:30][CH2:31][CH2:32]4)=[CH:24][C:18]=3[CH2:17][S:16](=[O:34])(=[O:35])[C:15]=2[CH:36]=1)=[O:10], predict the reactants needed to synthesize it.